From a dataset of NCI-60 drug combinations with 297,098 pairs across 59 cell lines. Regression. Given two drug SMILES strings and cell line genomic features, predict the synergy score measuring deviation from expected non-interaction effect. (1) Drug 1: C(=O)(N)NO. Drug 2: N.N.Cl[Pt+2]Cl. Cell line: CCRF-CEM. Synergy scores: CSS=45.9, Synergy_ZIP=-1.36, Synergy_Bliss=1.29, Synergy_Loewe=-21.9, Synergy_HSA=0.932. (2) Drug 1: CC1=C2C(C(=O)C3(C(CC4C(C3C(C(C2(C)C)(CC1OC(=O)C(C(C5=CC=CC=C5)NC(=O)OC(C)(C)C)O)O)OC(=O)C6=CC=CC=C6)(CO4)OC(=O)C)O)C)O. Drug 2: C1CN(CCN1C(=O)CCBr)C(=O)CCBr. Cell line: ACHN. Synergy scores: CSS=58.7, Synergy_ZIP=-4.52, Synergy_Bliss=-2.00, Synergy_Loewe=-0.00561, Synergy_HSA=0.183.